Dataset: Reaction yield outcomes from USPTO patents with 853,638 reactions. Task: Predict the reaction yield, written as a fraction of the theoretical maximum amount of product (1.0 means a 100% yield; for example, 0.34 means a 34% yield). (1) The reactants are [Cl:1][C:2]1[CH:7]=[CH:6][C:5]([CH2:8][NH2:9])=[CH:4][CH:3]=1.C(N(CC)CC)C.[CH3:17][C:18]1[C:26]2[C:25]([C:27](O)=[O:28])=[N:24][CH:23]=[N:22][C:21]=2[S:20][CH:19]=1.CN(C(ON1N=NC2C=CC=NC1=2)=[N+](C)C)C.F[P-](F)(F)(F)(F)F. The catalyst is CN(C=O)C. The product is [Cl:1][C:2]1[CH:7]=[CH:6][C:5]([CH2:8][NH:9][C:27]([C:25]2[C:26]3[C:18]([CH3:17])=[CH:19][S:20][C:21]=3[N:22]=[CH:23][N:24]=2)=[O:28])=[CH:4][CH:3]=1. The yield is 0.340. (2) The reactants are [F:1][CH:2]([F:24])[O:3][C:4]1[CH:5]=[C:6]([N:10]2[CH:15]=[CH:14][C:13](=[O:16])[C:12]([C:17](=O)[CH:18]=[CH:19][N:20](C)C)=[N:11]2)[CH:7]=[CH:8][CH:9]=1.[C:25]1([NH:31]N)[CH:30]=[CH:29][CH:28]=[CH:27][CH:26]=1. The catalyst is CO. The product is [F:1][CH:2]([F:24])[O:3][C:4]1[CH:5]=[C:6]([N:10]2[CH:15]=[CH:14][C:13](=[O:16])[C:12]([C:17]3[N:31]([C:25]4[CH:30]=[CH:29][CH:28]=[CH:27][CH:26]=4)[N:20]=[CH:19][CH:18]=3)=[N:11]2)[CH:7]=[CH:8][CH:9]=1. The yield is 0.140.